From a dataset of Catalyst prediction with 721,799 reactions and 888 catalyst types from USPTO. Predict which catalyst facilitates the given reaction. (1) Reactant: [H-].[Na+].[F:3][C:4]([F:29])([F:28])[C@@H:5]([C:7]1[CH:12]=[CH:11][C:10]([N:13]2[CH2:26][CH2:25][C:15]3([CH2:24][CH2:23][C:18]4([O:22][CH2:21][CH2:20][O:19]4)[CH2:17][CH2:16]3)[C:14]2=[O:27])=[CH:9][CH:8]=1)[OH:6].I[CH3:31]. Product: [F:29][C:4]([F:3])([F:28])[C@@H:5]([C:7]1[CH:8]=[CH:9][C:10]([N:13]2[CH2:26][CH2:25][C:15]3([CH2:16][CH2:17][C:18]4([O:22][CH2:21][CH2:20][O:19]4)[CH2:23][CH2:24]3)[C:14]2=[O:27])=[CH:11][CH:12]=1)[O:6][CH3:31]. The catalyst class is: 3. (2) Reactant: [CH2:1]([P:3]([CH2:6][CH:7]([CH3:10])[CH2:8][OH:9])(=[O:5])[OH:4])[CH3:2].[CH2:11](O)[CH2:12][CH2:13][CH2:14][OH:15]. Product: [CH2:1]([P:3]([CH2:6][CH:7]([CH3:10])[CH2:8][OH:9])(=[O:4])[O:5][CH2:11][CH2:12][CH2:13][CH2:14][OH:15])[CH3:2]. The catalyst class is: 11. (3) Product: [CH3:1][O:2][C:3]1[CH:20]=[C:19]([O:21][CH3:22])[CH:18]=[CH:17][C:4]=1[CH2:5][N:6]([CH2:10][CH:11]1[O:15][C:14](=[O:16])[N:13]([C:24]2[CH:25]=[CH:26][C:27]3[C:33](=[O:34])[CH2:32][CH2:31][CH2:30][S:29][C:28]=3[CH:35]=2)[CH2:12]1)[C:7](=[O:9])[CH3:8]. The catalyst class is: 185. Reactant: [CH3:1][O:2][C:3]1[CH:20]=[C:19]([O:21][CH3:22])[CH:18]=[CH:17][C:4]=1[CH2:5][N:6]([CH2:10][CH:11]1[O:15][C:14](=[O:16])[NH:13][CH2:12]1)[C:7](=[O:9])[CH3:8].Br[C:24]1[CH:25]=[CH:26][C:27]2[C:33](=[O:34])[CH2:32][CH2:31][CH2:30][S:29][C:28]=2[CH:35]=1.N[C@@H]1CCCC[C@H]1N.C(=O)([O-])[O-].[K+].[K+]. (4) Reactant: [Cl:1][C:2]1[C:3]2[N:4]([C:8]([C@@H:11]3[CH2:16][CH2:15][CH2:14][N:13]([C:17]([O:19][CH2:20][C:21]4[CH:26]=[CH:25][CH:24]=[CH:23][CH:22]=4)=[O:18])[CH2:12]3)=[N:9][CH:10]=2)[CH:5]=[CH:6][N:7]=1.[Li]CCCC.CCCCCC.C(Br)(Br)(Br)[Br:39]. Product: [Br:39][C:5]1[N:4]2[C:8]([C@@H:11]3[CH2:16][CH2:15][CH2:14][N:13]([C:17]([O:19][CH2:20][C:21]4[CH:22]=[CH:23][CH:24]=[CH:25][CH:26]=4)=[O:18])[CH2:12]3)=[N:9][CH:10]=[C:3]2[C:2]([Cl:1])=[N:7][CH:6]=1. The catalyst class is: 1. (5) Reactant: [CH3:1][O:2][C:3](=[O:19])[C:4]1[CH:9]=[C:8]([O:10][CH2:11][C:12]2[CH:17]=[CH:16][CH:15]=[CH:14][CH:13]=2)[CH:7]=[CH:6][C:5]=1Br.[CH2:20]([OH:23])[C:21]#[CH:22]. Product: [CH3:1][O:2][C:3](=[O:19])[C:4]1[CH:9]=[C:8]([O:10][CH2:11][C:12]2[CH:17]=[CH:16][CH:15]=[CH:14][CH:13]=2)[CH:7]=[CH:6][C:5]=1[C:22]#[C:21][CH2:20][OH:23]. The catalyst class is: 337.